From a dataset of TCR-epitope binding with 47,182 pairs between 192 epitopes and 23,139 TCRs. Binary Classification. Given a T-cell receptor sequence (or CDR3 region) and an epitope sequence, predict whether binding occurs between them. (1) The epitope is LLDFVRFMGV. The TCR CDR3 sequence is CASSYLAGGLETQYF. Result: 0 (the TCR does not bind to the epitope). (2) The epitope is ALSKGVHFV. The TCR CDR3 sequence is CASSQEGGSDTQYF. Result: 1 (the TCR binds to the epitope). (3) The epitope is HLVDFQVTI. The TCR CDR3 sequence is CASSAPGTSSYNEQFF. Result: 1 (the TCR binds to the epitope).